This data is from TCR-epitope binding with 47,182 pairs between 192 epitopes and 23,139 TCRs. The task is: Binary Classification. Given a T-cell receptor sequence (or CDR3 region) and an epitope sequence, predict whether binding occurs between them. (1) The epitope is RLRAEAQVK. The TCR CDR3 sequence is CASSLYQGSNYGYTF. Result: 1 (the TCR binds to the epitope). (2) The epitope is LLFGYPVYV. The TCR CDR3 sequence is CASSPTLTGLTHEQYF. Result: 0 (the TCR does not bind to the epitope). (3) The epitope is LLALHRSYL. The TCR CDR3 sequence is CASSQTGSLQYF. Result: 0 (the TCR does not bind to the epitope). (4) The epitope is SEETGTLIV. The TCR CDR3 sequence is CASSQGPGLGDTEAFF. Result: 0 (the TCR does not bind to the epitope).